Dataset: Reaction yield outcomes from USPTO patents with 853,638 reactions. Task: Predict the reaction yield, written as a fraction of the theoretical maximum amount of product (1.0 means a 100% yield; for example, 0.34 means a 34% yield). The reactants are [F:1][C:2]1[CH:3]=[C:4]([C:8]2[CH:9]=[C:10]([CH3:19])[C:11]([O:17][CH3:18])=[C:12]([CH:16]=2)[C:13]([OH:15])=O)[CH:5]=[CH:6][CH:7]=1.C(Cl)(C(Cl)=O)=O.[NH2:26][C:27]1[C:28]([CH3:35])=[C:29]([OH:34])[CH:30]=[CH:31][C:32]=1[CH3:33].C([O-])(O)=O.[Na+]. The catalyst is C(Cl)Cl.CN(C=O)C.C1COCC1.O. The product is [F:1][C:2]1[CH:3]=[C:4]([C:8]2[CH:9]=[C:10]([CH3:19])[C:11]([O:17][CH3:18])=[C:12]([CH:16]=2)[C:13]([NH:26][C:27]2[C:32]([CH3:33])=[CH:31][CH:30]=[C:29]([OH:34])[C:28]=2[CH3:35])=[O:15])[CH:5]=[CH:6][CH:7]=1. The yield is 0.820.